This data is from Retrosynthesis with 50K atom-mapped reactions and 10 reaction types from USPTO. The task is: Predict the reactants needed to synthesize the given product. Given the product COc1ncc(C(=O)O)cc1[N+](=O)[O-], predict the reactants needed to synthesize it. The reactants are: COC(=O)c1cnc(OC)c([N+](=O)[O-])c1.